This data is from Catalyst prediction with 721,799 reactions and 888 catalyst types from USPTO. The task is: Predict which catalyst facilitates the given reaction. (1) Reactant: [N:1]1[C:11]2[C:10](=O)[CH2:9][CH2:8][C:7](=[O:13])[NH:6][C:5]=2[CH:4]=[CH:3][CH:2]=1.[C:14]1([NH:20][NH2:21])[CH:19]=[CH:18][CH:17]=[CH:16][CH:15]=1.C([O-])(=O)C.[Na+].[K+].[Br-]. Product: [C:14]1([NH:20][N:21]=[C:10]2[CH2:9][CH2:8][C:7](=[O:13])[NH:6][C:5]3[CH:4]=[CH:3][CH:2]=[N:1][C:11]2=3)[CH:19]=[CH:18][CH:17]=[CH:16][CH:15]=1. The catalyst class is: 15. (2) Reactant: [Cl:1][C:2]1[CH:7]=[CH:6][C:5]([C:8]2[CH:9]=[C:10]3[C:14](=[C:15]([C:17]([NH2:19])=[O:18])[CH:16]=2)[NH:13][CH:12]=[CH:11]3)=[CH:4][CH:3]=1.[C:20]1([CH2:26][N:27]2[CH2:32][CH2:31][C:30](=O)[CH2:29][CH2:28]2)[CH:25]=[CH:24][CH:23]=[CH:22][CH:21]=1.C[O-].[Na+]. Product: [Cl:1][C:2]1[CH:7]=[CH:6][C:5]([C:8]2[CH:9]=[C:10]3[C:14](=[C:15]([C:17]([NH2:19])=[O:18])[CH:16]=2)[NH:13][CH:12]=[C:11]3[C:30]2[CH2:31][CH2:32][N:27]([CH2:26][C:20]3[CH:25]=[CH:24][CH:23]=[CH:22][CH:21]=3)[CH2:28][CH:29]=2)=[CH:4][CH:3]=1. The catalyst class is: 5. (3) Reactant: N[C:2]1[CH:3]=[CH:4][C:5]([C:8]#[N:9])=[N:6][CH:7]=1.N([O-])=O.[Na+].[S:14]([Cl:17])(Cl)=[O:15].[OH2:18]. Product: [C:8]([C:5]1[N:6]=[CH:7][C:2]([S:14]([Cl:17])(=[O:15])=[O:18])=[CH:3][CH:4]=1)#[N:9]. The catalyst class is: 126. (4) Reactant: [Na].[CH2:2]=O.[CH:4]12[O:12][CH:8]([CH2:9][NH:10][CH2:11]1)[CH2:7][N:6]([C:13]1[CH:18]=[CH:17][C:16]([NH:19][C:20]3[N:25]=[C:24]([C:26]4[N:30]5[CH:31]=[CH:32][CH:33]=[C:34]([F:35])[C:29]5=[N:28][CH:27]=4)[C:23]([Cl:36])=[CH:22][N:21]=3)=[C:15]([O:37][CH3:38])[CH:14]=1)[CH2:5]2.N. Product: [Cl:36][C:23]1[C:24]([C:26]2[N:30]3[CH:31]=[CH:32][CH:33]=[C:34]([F:35])[C:29]3=[N:28][CH:27]=2)=[N:25][C:20]([NH:19][C:16]2[CH:17]=[CH:18][C:13]([N:6]3[CH2:7][CH:8]4[O:12][CH:4]([CH2:11][N:10]([CH3:2])[CH2:9]4)[CH2:5]3)=[CH:14][C:15]=2[O:37][CH3:38])=[N:21][CH:22]=1. The catalyst class is: 100. (5) Reactant: [F:1][C:2]1[CH:3]=[C:4]([CH:7]=[CH:8][C:9]=1[CH:10]=[O:11])[C:5]#[N:6].[BH4-].[Na+]. Product: [F:1][C:2]1[CH:3]=[C:4]([CH:7]=[CH:8][C:9]=1[CH2:10][OH:11])[C:5]#[N:6]. The catalyst class is: 5. (6) Reactant: [CH3:1][C:2]([C:6]1[CH:11]=[CH:10][C:9]([C:12]([F:15])([F:14])[F:13])=[CH:8][C:7]=1[N+:16]([O-:18])=[O:17])([CH3:5])[C:3]#[N:4].B. Product: [CH3:5][C:2]([C:6]1[CH:11]=[CH:10][C:9]([C:12]([F:14])([F:15])[F:13])=[CH:8][C:7]=1[N+:16]([O-:18])=[O:17])([CH3:1])[CH2:3][NH2:4]. The catalyst class is: 1. (7) Reactant: [C:1]([C:4]1[C:12]2[C:7](=[CH:8][CH:9]=[CH:10][CH:11]=2)[NH:6][CH:5]=1)(=[O:3])[CH3:2].[H-].[Na+].[CH3:15]I. Product: [CH3:15][N:6]1[C:7]2[C:12](=[CH:11][CH:10]=[CH:9][CH:8]=2)[C:4]([C:1](=[O:3])[CH3:2])=[CH:5]1. The catalyst class is: 3.